This data is from Reaction yield outcomes from USPTO patents with 853,638 reactions. The task is: Predict the reaction yield, written as a fraction of the theoretical maximum amount of product (1.0 means a 100% yield; for example, 0.34 means a 34% yield). (1) The reactants are Cl[C:2]1[C:11]2[C:6](=[CH:7][C:8]([O:16][CH3:17])=[C:9]([C:12]([O:14][CH3:15])=[O:13])[CH:10]=2)[N:5]=[CH:4][CH:3]=1.[OH:18][C:19]1[CH:20]=[C:21]2[C:25](=[CH:26][CH:27]=1)[NH:24][CH:23]=[CH:22]2.C(N(C(C)C)CC)(C)C. The catalyst is CN1CCCC1=O. The product is [CH3:15][O:14][C:12]([C:9]1[CH:10]=[C:11]2[C:6](=[CH:7][C:8]=1[O:16][CH3:17])[N:5]=[CH:4][CH:3]=[C:2]2[O:18][C:19]1[CH:20]=[C:21]2[C:25](=[CH:26][CH:27]=1)[NH:24][CH:23]=[CH:22]2)=[O:13]. The yield is 0.298. (2) The reactants are Cl[C:2]1[N:3]=[N:4][C:5]([CH3:8])=[CH:6][CH:7]=1.[CH3:9][O:10][C:11]1[CH:16]=[C:15](B2OC(C)(C)C(C)(C)O2)[CH:14]=[CH:13][N:12]=1. No catalyst specified. The product is [CH3:9][O:10][C:11]1[CH:16]=[C:15]([C:2]2[N:3]=[N:4][C:5]([CH3:8])=[CH:6][CH:7]=2)[CH:14]=[CH:13][N:12]=1. The yield is 0.450. (3) The yield is 0.610. The product is [C:30]([N:22]1[C:23]2[C:28](=[CH:27][C:26]([Cl:29])=[CH:25][CH:24]=2)[C:18]2([CH2:19][CH2:20][NH:15][CH2:16][CH2:17]2)[CH2:21]1)(=[O:32])[CH3:31]. The catalyst is ClCCl. The reactants are FC(F)(F)C(O)=O.C(OC([N:15]1[CH2:20][CH2:19][C:18]2([C:28]3[C:23](=[CH:24][CH:25]=[C:26]([Cl:29])[CH:27]=3)[N:22]([C:30](=[O:32])[CH3:31])[CH2:21]2)[CH2:17][CH2:16]1)=O)(C)(C)C.CO.ClCCl.C(N(CC)CC)C. (4) The reactants are [OH:1][NH:2][C:3]([C:5]1[C:14]2[C:9](=[CH:10][CH:11]=[CH:12][CH:13]=2)[CH:8]=[CH:7][N:6]=1)=[NH:4].[CH3:15][O:16][C:17]1[CH:18]=[C:19]([CH:23]=[CH:24][CH:25]=1)[C:20](O)=O. No catalyst specified. The product is [CH3:15][O:16][C:17]1[CH:18]=[C:19]([C:20]2[O:1][N:2]=[C:3]([C:5]3[C:14]4[C:9](=[CH:10][CH:11]=[CH:12][CH:13]=4)[CH:8]=[CH:7][N:6]=3)[N:4]=2)[CH:23]=[CH:24][CH:25]=1. The yield is 0.340. (5) The reactants are CN(C)C=O.C(Cl)(=O)C(Cl)=O.[Cl:12][C:13]1[CH:18]=[CH:17][N:16]=[C:15]([C:19]([OH:21])=[O:20])[CH:14]=1.[CH:22](O)([CH3:24])[CH3:23]. The catalyst is ClCCl.C(=O)(O)[O-].[Na+].O. The product is [CH:22]([O:20][C:19](=[O:21])[C:15]1[CH:14]=[C:13]([Cl:12])[CH:18]=[CH:17][N:16]=1)([CH3:24])[CH3:23]. The yield is 0.870. (6) The reactants are [NH2:1][C:2]1[N:7]=[C:6]([N:8]2[CH2:13][CH2:12][N:11]([C:14](=[O:24])[CH2:15][O:16][C:17]3[CH:22]=[CH:21][C:20]([Cl:23])=[CH:19][CH:18]=3)[CH2:10][CH2:9]2)[C:5]([NH2:25])=[C:4]([NH2:26])[N:3]=1.[Br:27][C:28]1[CH:35]=[CH:34][C:31]([CH:32]=O)=[CH:30][CH:29]=1. No catalyst specified. The product is [NH2:1][C:2]1[N:3]=[C:4]2[C:5]([N:25]=[C:32]([C:31]3[CH:34]=[CH:35][C:28]([Br:27])=[CH:29][CH:30]=3)[NH:26]2)=[C:6]([N:8]2[CH2:9][CH2:10][N:11]([C:14](=[O:24])[CH2:15][O:16][C:17]3[CH:18]=[CH:19][C:20]([Cl:23])=[CH:21][CH:22]=3)[CH2:12][CH2:13]2)[N:7]=1. The yield is 0.740. (7) The reactants are C([O:4][CH2:5][C:6]1[C:7]([N:38]2[CH2:50][CH2:49][N:41]3[C:42]4[CH2:43][CH2:44][CH2:45][CH2:46][C:47]=4[CH:48]=[C:40]3[C:39]2=[O:51])=[N:8][CH:9]=[CH:10][C:11]=1[C:12]1[CH:13]=[C:14]([NH:21][C:22]2[CH:27]=[CH:26][C:25]([N:28]3[CH2:33][CH2:32][N:31]([CH:34]4[CH2:37][O:36][CH2:35]4)[CH2:30][CH2:29]3)=[CH:24][N:23]=2)[C:15]2[N:16]([N:18]=[CH:19][N:20]=2)[CH:17]=1)(=O)C.[OH-].[Li+]. The catalyst is C(O)(C)C.C1COCC1.O. The product is [OH:4][CH2:5][C:6]1[C:7]([N:38]2[CH2:50][CH2:49][N:41]3[C:42]4[CH2:43][CH2:44][CH2:45][CH2:46][C:47]=4[CH:48]=[C:40]3[C:39]2=[O:51])=[N:8][CH:9]=[CH:10][C:11]=1[C:12]1[CH:13]=[C:14]([NH:21][C:22]2[CH:27]=[CH:26][C:25]([N:28]3[CH2:29][CH2:30][N:31]([CH:34]4[CH2:37][O:36][CH2:35]4)[CH2:32][CH2:33]3)=[CH:24][N:23]=2)[C:15]2[N:16]([N:18]=[CH:19][N:20]=2)[CH:17]=1. The yield is 0.380.